This data is from Full USPTO retrosynthesis dataset with 1.9M reactions from patents (1976-2016). The task is: Predict the reactants needed to synthesize the given product. (1) Given the product [Cl:1][C:2]1[CH:3]=[CH:4][C:5]([O:6][C:7]2[CH:8]=[CH:9][C:10]([N:13]3[C@@H:17]([C:18]4[CH:23]=[CH:22][CH:21]=[CH:20][CH:19]=4)[C@H:16]([C:24]([O:26][CH3:27])=[O:25])[NH:15][C:14]3=[O:39])=[CH:11][CH:12]=2)=[CH:40][CH:41]=1, predict the reactants needed to synthesize it. The reactants are: [Cl:1][C:2]1[CH:41]=[CH:40][C:5]([O:6][C:7]2[CH:12]=[CH:11][C:10]([N:13]3[C@@H:17]([C:18]4[CH:23]=[CH:22][CH:21]=[CH:20][CH:19]=4)[C@H:16]([C:24]([O:26][CH2:27]C)=[O:25])[N:15](S(C4C=CC(C)=CC=4)(=O)=O)[C:14]3=[O:39])=[CH:9][CH:8]=2)=[CH:4][CH:3]=1.[Mg]. (2) Given the product [CH3:15][C:3]1([OH:13])[C:4]2([CH2:12][CH2:11][CH:10]=[CH:9][CH2:8]2)[CH2:5][CH2:6][CH2:7][C:2]1([CH3:14])[CH3:1], predict the reactants needed to synthesize it. The reactants are: [CH3:1][C:2]1([CH3:14])[CH2:7][CH2:6][CH2:5][C:4]2([CH2:12][CH2:11][CH:10]=[CH:9][CH2:8]2)[C:3]1=[O:13].[CH3:15][Li]. (3) Given the product [C:8]([C:6]1[CH:7]=[C:2]([NH:1][C:34]([NH:33][C:30]2[CH:31]=[CH:32][C:27]([O:26][CH3:25])=[CH:28][CH:29]=2)=[O:35])[CH:3]=[CH:4][C:5]=1[O:11][CH:12]([C:13]1[CH:18]=[CH:17][CH:16]=[CH:15][CH:14]=1)[C:19]1[CH:20]=[CH:21][CH:22]=[CH:23][CH:24]=1)(=[O:10])[CH3:9], predict the reactants needed to synthesize it. The reactants are: [NH2:1][C:2]1[CH:3]=[CH:4][C:5]([O:11][CH:12]([C:19]2[CH:24]=[CH:23][CH:22]=[CH:21][CH:20]=2)[C:13]2[CH:18]=[CH:17][CH:16]=[CH:15][CH:14]=2)=[C:6]([C:8](=[O:10])[CH3:9])[CH:7]=1.[CH3:25][O:26][C:27]1[CH:32]=[CH:31][C:30]([N:33]=[C:34]=[O:35])=[CH:29][CH:28]=1.